From a dataset of hERG potassium channel inhibition data for cardiac toxicity prediction from Karim et al.. Regression/Classification. Given a drug SMILES string, predict its toxicity properties. Task type varies by dataset: regression for continuous values (e.g., LD50, hERG inhibition percentage) or binary classification for toxic/non-toxic outcomes (e.g., AMES mutagenicity, cardiotoxicity, hepatotoxicity). Dataset: herg_karim. (1) The compound is CN(C)C(=O)c1cc(CN2CCOc3c(F)cccc32)c2oc(N3CCOCC3)cc(=O)c2c1. The result is 0 (non-blocker). (2) The drug is CC(C)c1ccc(S(=O)(=O)Nc2ccc(C34CNCC3C4)cc2)cc1. The result is 1 (blocker). (3) The drug is Cc1noc(C(=Cc2cccc(-c3cc(C(C)(C)S(C)(=O)=O)cc4cccnc34)c2)c2ccc(S(C)(=O)=O)cc2)n1. The result is 0 (non-blocker).